Task: Predict the reaction yield, written as a fraction of the theoretical maximum amount of product (1.0 means a 100% yield; for example, 0.34 means a 34% yield).. Dataset: Reaction yield outcomes from USPTO patents with 853,638 reactions The reactants are Br[C:2]1[C:7](=[O:8])[N:6]([CH2:9][C:10]2[CH:15]=[CH:14][C:13]([C:16]3[C:17]([C:22]#[N:23])=[CH:18][CH:19]=[CH:20][CH:21]=3)=[CH:12][CH:11]=2)[C:5]([CH2:24][CH2:25][CH3:26])=[N:4][C:3]=1[CH3:27].[CH3:28][O:29][C:30]1[CH:35]=[CH:34][C:33]([OH:36])=[CH:32][CH:31]=1.[OH-].[K+].CS(C)=O. The catalyst is C(OCC)(=O)C. The product is [CH3:28][O:29][C:30]1[CH:35]=[CH:34][C:33]([O:36][C:2]2[C:7](=[O:8])[N:6]([CH2:9][C:10]3[CH:15]=[CH:14][C:13]([C:16]4[C:17]([C:22]#[N:23])=[CH:18][CH:19]=[CH:20][CH:21]=4)=[CH:12][CH:11]=3)[C:5]([CH2:24][CH2:25][CH3:26])=[N:4][C:3]=2[CH3:27])=[CH:32][CH:31]=1. The yield is 0.280.